This data is from Full USPTO retrosynthesis dataset with 1.9M reactions from patents (1976-2016). The task is: Predict the reactants needed to synthesize the given product. (1) Given the product [NH:1]1[C:10]2[C:5](=[CH:6][CH:7]=[C:8]([C:11]([O:13][CH3:14])=[O:12])[CH:9]=2)[CH2:4][CH2:3][CH2:2]1, predict the reactants needed to synthesize it. The reactants are: [N:1]1[C:10]2[C:5](=[CH:6][CH:7]=[C:8]([C:11]([O:13][CH3:14])=[O:12])[CH:9]=2)[CH:4]=[CH:3][CH:2]=1. (2) The reactants are: C([N:4]1[C:9](=[O:10])[NH:8][C:7](=[O:11])[CH:6]=[N:5]1)(=O)C.[H-].[Na+].Br[CH2:15][CH2:16][O:17][CH2:18][C:19]1[CH:24]=[CH:23][CH:22]=[CH:21][CH:20]=1. Given the product [CH2:18]([O:17][CH2:16][CH2:15][N:8]1[C:7](=[O:11])[CH:6]=[N:5][NH:4][C:9]1=[O:10])[C:19]1[CH:24]=[CH:23][CH:22]=[CH:21][CH:20]=1, predict the reactants needed to synthesize it. (3) The reactants are: [CH2:1]([S:9][CH2:10][C:11]([O:13]C)=[O:12])[CH2:2][S:3][CH2:4][C:5]([O:7]C)=[O:6]. Given the product [CH2:2]([S:3][CH2:4][C:5]([OH:7])=[O:6])[CH2:1][S:9][CH2:10][C:11]([OH:13])=[O:12], predict the reactants needed to synthesize it. (4) Given the product [Cl:15][C:16]1[CH:17]=[C:18]([NH:22][C:23]([N:12]2[CH2:13][CH2:14][C:9]3[NH:8][N:7]=[C:6]([CH:2]4[CH2:5][CH2:4][CH2:3]4)[C:10]=3[CH2:11]2)=[O:24])[CH:19]=[CH:20][CH:21]=1, predict the reactants needed to synthesize it. The reactants are: Cl.[CH:2]1([C:6]2[C:10]3[CH2:11][NH:12][CH2:13][CH2:14][C:9]=3[NH:8][N:7]=2)[CH2:5][CH2:4][CH2:3]1.[Cl:15][C:16]1[CH:21]=[CH:20][CH:19]=[C:18]([N:22]=[C:23]=[O:24])[CH:17]=1. (5) Given the product [C:35]([O:34][C:32](=[O:33])[CH2:31][N:17]1[C:18]2[C:23](=[CH:22][CH:21]=[CH:20][CH:19]=2)[C:15]([CH2:14][C@H:9]([NH:8][C:6]([O:5][C:1]([CH3:4])([CH3:2])[CH3:3])=[O:7])[C:10]([O:12][CH3:13])=[O:11])=[CH:16]1)([CH3:38])([CH3:37])[CH3:36], predict the reactants needed to synthesize it. The reactants are: [C:1]([O:5][C:6]([NH:8][C@@H:9]([CH2:14][C:15]1[C:23]2[C:18](=[CH:19][CH:20]=[CH:21][CH:22]=2)[NH:17][CH:16]=1)[C:10]([O:12][CH3:13])=[O:11])=[O:7])([CH3:4])([CH3:3])[CH3:2].C(=O)([O-])[O-].[Cs+].[Cs+].Br[CH2:31][C:32]([O:34][C:35]([CH3:38])([CH3:37])[CH3:36])=[O:33]. (6) Given the product [OH:35][C:23]1[C:24]([C:28]([N:30]2[CH2:34][CH2:33][CH2:32][CH2:31]2)=[O:29])=[CH:25][CH:26]=[CH:27][C:22]=1[NH:21][C:20]1[C:17](=[O:16])[C:18](=[O:37])[C:19]=1[NH:13][CH:7]([C:5]1[O:6][C:2]([CH3:1])=[CH:3][CH:4]=1)[C:8]1([CH3:12])[CH2:9][O:10][CH2:11]1, predict the reactants needed to synthesize it. The reactants are: [CH3:1][C:2]1[O:6][C:5]([CH:7]([NH2:13])[C:8]2([CH3:12])[CH2:11][O:10][CH2:9]2)=[CH:4][CH:3]=1.C([O:16][C:17]1[C:18](=[O:37])[C:19](=O)[C:20]=1[NH:21][C:22]1[CH:27]=[CH:26][CH:25]=[C:24]([C:28]([N:30]2[CH2:34][CH2:33][CH2:32][CH2:31]2)=[O:29])[C:23]=1[OH:35])C. (7) Given the product [F:18][C:15]1[CH:16]=[CH:17][C:12]([C:3]([C:5]2[CH:6]=[CH:7][C:8]([F:11])=[CH:9][CH:10]=2)([OH:4])[C@@H:2]([NH:1][C:26]([NH:25][CH2:28][C:29]2[CH:34]=[CH:33][C:32]([O:35][CH3:36])=[CH:31][C:30]=2[O:37][CH3:38])=[O:27])[C:19]2[CH:24]=[CH:23][CH:22]=[CH:21][CH:20]=2)=[CH:13][CH:14]=1, predict the reactants needed to synthesize it. The reactants are: [NH2:1][C@@H:2]([C:19]1[CH:24]=[CH:23][CH:22]=[CH:21][CH:20]=1)[C:3]([C:12]1[CH:17]=[CH:16][C:15]([F:18])=[CH:14][CH:13]=1)([C:5]1[CH:10]=[CH:9][C:8]([F:11])=[CH:7][CH:6]=1)[OH:4].[N:25]([CH2:28][C:29]1[CH:34]=[CH:33][C:32]([O:35][CH3:36])=[CH:31][C:30]=1[O:37][CH3:38])=[C:26]=[O:27]. (8) Given the product [C:29]1([CH:7]([C:1]2[CH:2]=[CH:3][CH:4]=[CH:5][CH:6]=2)[N:8]2[C:12]3=[N:13][CH:14]=[CH:15][CH:16]=[C:11]3[C:10]3([C:17]4[C:26](=[CH:25][C:20]5[O:21][CH2:22][CH2:23][O:24][C:19]=5[CH:18]=4)[O:27][CH2:36]3)[C:9]2=[O:28])[CH:30]=[CH:31][CH:32]=[CH:33][CH:34]=1, predict the reactants needed to synthesize it. The reactants are: [C:1]1([CH:7]([C:29]2[CH:34]=[CH:33][CH:32]=[CH:31][CH:30]=2)[N:8]2[C:12]3=[N:13][CH:14]=[CH:15][CH:16]=[C:11]3[CH:10]([C:17]3[C:26]([OH:27])=[CH:25][C:20]4[O:21][CH2:22][CH2:23][O:24][C:19]=4[CH:18]=3)[C:9]2=[O:28])[CH:6]=[CH:5][CH:4]=[CH:3][CH:2]=1.Cl[CH2:36]I.C(=O)([O-])[O-].[Cs+].[Cs+]. (9) Given the product [Cl:25][C:22]1[CH:23]=[CH:24][C:19]([NH:18][S:14]([C:11]2[CH:12]=[CH:13][C:8]([C:2]3([CH3:1])[CH2:7][CH2:6][O:5][CH2:4][CH2:3]3)=[CH:9][CH:10]=2)(=[O:16])=[O:15])=[C:20]([C:26]([C:28]2[CH:33]=[CH:32][CH:31]=[C:30]([CH3:34])[N:29]=2)=[O:27])[CH:21]=1, predict the reactants needed to synthesize it. The reactants are: [CH3:1][C:2]1([C:8]2[CH:13]=[CH:12][C:11]([S:14](Cl)(=[O:16])=[O:15])=[CH:10][CH:9]=2)[CH2:7][CH2:6][O:5][CH2:4][CH2:3]1.[NH2:18][C:19]1[CH:24]=[CH:23][C:22]([Cl:25])=[CH:21][C:20]=1[C:26]([C:28]1[CH:33]=[CH:32][CH:31]=[C:30]([CH3:34])[N:29]=1)=[O:27]. (10) The reactants are: [OH:1][N:2]1[C:7]([C:8]2[CH:13]=[CH:12][CH:11]=[CH:10][CH:9]=2)=[CH:6][C:5]([C:14]2[CH:19]=[CH:18][CH:17]=[CH:16][CH:15]=2)=[CH:4][C:3]1=O.P12(SP3(SP(SP(S3)(S1)=S)(=S)S2)=S)=[S:22]. Given the product [OH:1][N:2]1[C:7]([C:8]2[CH:13]=[CH:12][CH:11]=[CH:10][CH:9]=2)=[CH:6][C:5]([C:14]2[CH:19]=[CH:18][CH:17]=[CH:16][CH:15]=2)=[CH:4][C:3]1=[S:22], predict the reactants needed to synthesize it.